Dataset: Peptide-MHC class II binding affinity with 134,281 pairs from IEDB. Task: Regression. Given a peptide amino acid sequence and an MHC pseudo amino acid sequence, predict their binding affinity value. This is MHC class II binding data. (1) The MHC is HLA-DPA10103-DPB10401 with pseudo-sequence HLA-DPA10103-DPB10401. The peptide sequence is SQWGWCGSTDEYCSP. The binding affinity (normalized) is 0. (2) The peptide sequence is AGGAGGVGAVGGKGG. The MHC is DRB1_0802 with pseudo-sequence DRB1_0802. The binding affinity (normalized) is 0.145. (3) The binding affinity (normalized) is 0.139. The MHC is HLA-DPA10201-DPB10101 with pseudo-sequence HLA-DPA10201-DPB10101. The peptide sequence is TMTQMNQAFRNIVNM. (4) The peptide sequence is STWYGKPTGAGPKDN. The MHC is DRB1_0301 with pseudo-sequence DRB1_0301. The binding affinity (normalized) is 0. (5) The peptide sequence is DWLNKYSYYPEDPVK. The MHC is HLA-DQA10303-DQB10402 with pseudo-sequence HLA-DQA10303-DQB10402. The binding affinity (normalized) is 0. (6) The peptide sequence is MDVNPTLLFLKVPAQ. The MHC is DRB5_0101 with pseudo-sequence DRB5_0101. The binding affinity (normalized) is 0.473. (7) The peptide sequence is GYVSLQEFVDLNNKG. The MHC is DRB4_0101 with pseudo-sequence DRB4_0103. The binding affinity (normalized) is 0.484. (8) The peptide sequence is FPDRASIIRLVGAVL. The MHC is HLA-DPA10201-DPB10501 with pseudo-sequence HLA-DPA10201-DPB10501. The binding affinity (normalized) is 0.302. (9) The peptide sequence is VHRGAVPRRGPRGGP. The MHC is DRB1_0101 with pseudo-sequence DRB1_0101. The binding affinity (normalized) is 0.374.